Dataset: Full USPTO retrosynthesis dataset with 1.9M reactions from patents (1976-2016). Task: Predict the reactants needed to synthesize the given product. (1) Given the product [Cl:28][C:27]1[CH:22]=[CH:23][CH:24]=[CH:25][C:26]=1[C:2]1[CH:7]=[CH:6][C:5]([CH:8]([CH2:11][C:12]2[CH:17]=[CH:16][C:15]([O:18][CH2:19][CH2:20][O:21][C:22]3[C:27]([Cl:28])=[CH:26][C:25]([CH3:29])=[CH:24][C:23]=3[Cl:30])=[CH:14][CH:13]=2)[C:9]#[N:10])=[CH:4][CH:3]=1, predict the reactants needed to synthesize it. The reactants are: Br[C:2]1[CH:7]=[CH:6][C:5]([CH:8]([CH2:11][C:12]2[CH:17]=[CH:16][C:15]([O:18][CH2:19][CH2:20][O:21][C:22]3[C:27]([Cl:28])=[CH:26][C:25]([CH3:29])=[CH:24][C:23]=3[Cl:30])=[CH:14][CH:13]=2)[C:9]#[N:10])=[CH:4][CH:3]=1.C([O-])([O-])=O.[Na+].[Na+]. (2) Given the product [I:1][C:2]1[CH:3]=[C:4]([CH:8]=[CH:9][CH:10]=1)[C:5]([Cl:13])=[O:6], predict the reactants needed to synthesize it. The reactants are: [I:1][C:2]1[CH:3]=[C:4]([CH:8]=[CH:9][CH:10]=1)[C:5](O)=[O:6].S(Cl)([Cl:13])=O.S(=O)=O.